The task is: Regression/Classification. Given a drug SMILES string, predict its absorption, distribution, metabolism, or excretion properties. Task type varies by dataset: regression for continuous measurements (e.g., permeability, clearance, half-life) or binary classification for categorical outcomes (e.g., BBB penetration, CYP inhibition). For this dataset (lipophilicity_astrazeneca), we predict Y.. This data is from Experimental lipophilicity measurements (octanol/water distribution) for 4,200 compounds from AstraZeneca. (1) The drug is NS(=O)(=O)c1cc2c(cc1Cl)NC(C1CC3C=CC1C3)NS2(=O)=O. The Y is 2.12 logD. (2) The molecule is CN1CCC(=C2c3ccccc3C=Cc3ccccc32)CC1. The Y is 3.06 logD. (3) The compound is Cc1nc(Cl)c(Cl)n1Cc1sc2c(c1C(=O)N1CC[C@@H](O)C1)c(=O)n(C)c(=O)n2CC(C)C. The Y is 1.61 logD. (4) The Y is 3.13 logD. The drug is COc1ccc(S(=O)(=O)NCC(c2ccccc2)N2CCCCCC2)cc1. (5) The drug is CCOCc1nc2c(N)nc3ccccc3c2n1CC(C)(C)O. The Y is 1.69 logD. (6) The molecule is CCCCc1nc2c(N)nc3ccccc3c2n1CC(C)C. The Y is 3.82 logD. (7) The molecule is O=C(NCC12CC3CC(CC(C3)C1)C2)c1cc(OC2CCNCC2)ncc1Cl. The Y is 1.56 logD.